Dataset: Experimentally validated miRNA-target interactions with 360,000+ pairs, plus equal number of negative samples. Task: Binary Classification. Given a miRNA mature sequence and a target amino acid sequence, predict their likelihood of interaction. (1) The miRNA is mmu-miR-1956 with sequence AGUCCAGGGCUGAGUCAGCGGA. The protein sequence of the target gene is MNRESFAAGERLVSPAYVRQGCEARRSHEHLIRLLLEKGKCPENGWDESTLELFLHELAIMDSNNFLGNCGVGEREGRVASALVARRHYRFIHGIGRSGDISAVQPKAAGSSLLNKITNSLVLDIIKLAGVHTVANCFVVPMATGMSLTLCFLTLRHKRPKAKYIIWPRIDQKSCFKSMITAGFEPVVIENVLEGDELRTDLKAVEAKVQELGPDCILCIHSTTSCFAPRVPDRLEELAVICANYDIPHIVNNAYGVQSSKCMHLIQQGARVGRIDAFVQSLDKNFMVPVGGAIIAGFND.... Result: 0 (no interaction). (2) The miRNA is hsa-miR-593-5p with sequence AGGCACCAGCCAGGCAUUGCUCAGC. The protein sequence of the target gene is MGPLRESKKEQRVQHQEKEISRSRIPRLILRPHRPQQQQQQQNKVSPASESPFSEEESREFNPSSSGRSARTISSNSFCSDDTGCPSSQSVSPVKTPSDTGHSPIGFCPGSDEDFTRKKCRIGMVGEGSIQSARHKKEPKGGIIKPGSEADFSSSSSTGSISAPEVHMSTTGNKRASFSRNRGPHGRSNGASSHKSGSSPPSPREKDLVSMLCRNPLSPSNIHPSYAPSSPSSSNSGSYKGSDCSPVMRRSGRYMSCGENHGVKPPNPEQYLTPLQQKEVTVRHLRTKLKESERRLHERE.... Result: 0 (no interaction).